Dataset: Full USPTO retrosynthesis dataset with 1.9M reactions from patents (1976-2016). Task: Predict the reactants needed to synthesize the given product. (1) Given the product [CH3:21][O:20][C:14]1[CH:13]=[C:12]([CH:17]=[C:16]([O:18][CH3:19])[CH:15]=1)[CH2:11][CH2:10][C:8]1[N:9]=[C:4]2[CH:3]=[C:2]([C:31]3[CH:32]=[C:33]([N:37]4[CH2:38][CH2:39][O:40][CH2:41][CH2:42]4)[CH:34]=[N:35][CH:36]=3)[NH:22][C:5]2=[N:6][CH:7]=1, predict the reactants needed to synthesize it. The reactants are: Br[C:2]1[NH:22][C:5]2=[N:6][CH:7]=[C:8]([CH2:10][CH2:11][C:12]3[CH:17]=[C:16]([O:18][CH3:19])[CH:15]=[C:14]([O:20][CH3:21])[CH:13]=3)[N:9]=[C:4]2[CH:3]=1.CC1(C)C(C)(C)OB([C:31]2[CH:32]=[C:33]([N:37]3[CH2:42][CH2:41][O:40][CH2:39][CH2:38]3)[CH:34]=[N:35][CH:36]=2)O1. (2) Given the product [OH:1][CH:2]([C:23]1[CH:24]=[CH:25][C:26]([O:29][C:30]2[CH:35]=[CH:34][CH:33]=[CH:32][CH:31]=2)=[CH:27][CH:28]=1)[CH:3]([CH2:9][C:10]1[CH:15]=[CH:14][CH:13]=[C:12]([O:16][C:17]([F:22])([F:21])[CH:18]([F:20])[F:19])[CH:11]=1)[C:4]([OH:6])=[O:5], predict the reactants needed to synthesize it. The reactants are: [OH:1][CH:2]([C:23]1[CH:28]=[CH:27][C:26]([O:29][C:30]2[CH:35]=[CH:34][CH:33]=[CH:32][CH:31]=2)=[CH:25][CH:24]=1)[CH:3]([CH2:9][C:10]1[CH:15]=[CH:14][CH:13]=[C:12]([O:16][C:17]([F:22])([F:21])[CH:18]([F:20])[F:19])[CH:11]=1)[C:4]([O:6]CC)=[O:5].[OH-].[Na+].Cl. (3) Given the product [OH:8][N:9]1[C:14]2[N:15]=[CH:16][N:17]=[C:18]([CH3:19])[C:13]=2[C:12]([NH:20][CH2:21][C:22]2[CH:27]=[CH:26][CH:25]=[C:24]([OH:28])[CH:23]=2)=[CH:11][C:10]1=[O:29], predict the reactants needed to synthesize it. The reactants are: C([O:8][N:9]1[C:14]2[N:15]=[CH:16][N:17]=[C:18]([CH3:19])[C:13]=2[C:12]([NH:20][CH2:21][C:22]2[CH:27]=[CH:26][CH:25]=[C:24]([OH:28])[CH:23]=2)=[CH:11][C:10]1=[O:29])C1C=CC=CC=1.[H][H]. (4) Given the product [F:22][C:19]1[CH:20]=[CH:21][C:16]([O:15][CH2:14][C@H:10]2[CH2:9][NH:8][CH2:13][CH2:12][NH:11]2)=[CH:17][CH:18]=1, predict the reactants needed to synthesize it. The reactants are: C(OC([N:8]1[CH2:13][CH2:12][NH:11][C@@H:10]([CH2:14][O:15][C:16]2[CH:21]=[CH:20][C:19]([F:22])=[CH:18][CH:17]=2)[CH2:9]1)=O)(C)(C)C.Cl. (5) Given the product [O:7]=[C:8]1[NH:16][C:11]2=[N:12][CH:13]=[CH:14][CH:15]=[C:10]2[N:9]1[CH:17]1[CH2:22][CH2:21][N:20]([C:1]([Cl:4])=[O:2])[CH2:19][CH2:18]1, predict the reactants needed to synthesize it. The reactants are: [C:1]([Cl:4])(Cl)=[O:2].[Cl-].[Cl-].[O:7]=[C:8]1[NH:16][C:11]2=[NH+:12][CH:13]=[CH:14][CH:15]=[C:10]2[N:9]1[CH:17]1[CH2:22][CH2:21][NH2+:20][CH2:19][CH2:18]1.N1C(C)=CC=CC=1C.C(=O)(O)[O-].[Na+]. (6) Given the product [CH2:20]([N:4]([CH2:1][CH2:2][CH3:3])[C:5]([CH2:7][CH:8]1[C:16]2[C:11](=[CH:12][CH:13]=[C:14]([OH:17])[CH:15]=2)[N:10]([CH3:19])[CH2:9]1)=[O:6])[CH2:21][CH3:22], predict the reactants needed to synthesize it. The reactants are: [CH2:1]([N:4]([CH2:20][CH2:21][CH3:22])[C:5]([CH2:7][CH:8]1[C:16]2[C:11](=[CH:12][CH:13]=[C:14]([O:17]C)[CH:15]=2)[N:10]([CH3:19])[CH2:9]1)=[O:6])[CH2:2][CH3:3].B(Br)(Br)Br.CO. (7) Given the product [C:1]1([CH2:7][O:8][C:9]2[CH:14]=[CH:13][CH:12]=[CH:11][C:10]=2[CH2:15][N:16]2[CH:20]=[CH:19][C:18]([NH2:21])=[N:17]2)[CH:2]=[CH:3][CH:4]=[CH:5][CH:6]=1, predict the reactants needed to synthesize it. The reactants are: [C:1]1([CH2:7][O:8][C:9]2[CH:14]=[CH:13][CH:12]=[CH:11][C:10]=2[CH2:15][N:16]2[CH:20]=[CH:19][C:18]([N:21]3C(=O)C4C(=CC=CC=4)C3=O)=[N:17]2)[CH:6]=[CH:5][CH:4]=[CH:3][CH:2]=1.O.NN.